Dataset: Full USPTO retrosynthesis dataset with 1.9M reactions from patents (1976-2016). Task: Predict the reactants needed to synthesize the given product. Given the product [NH2:17][C:18]1[CH:19]=[C:20]([CH:21]=[CH:22][C:23]=1[CH3:24])[O:25][C:2]1[CH:3]=[CH:4][C:5]2[N:6]([CH:8]=[C:9]([NH:11][C:12]([CH:14]3[CH2:16][CH2:15]3)=[O:13])[N:10]=2)[N:7]=1, predict the reactants needed to synthesize it. The reactants are: I[C:2]1[CH:3]=[CH:4][C:5]2[N:6]([CH:8]=[C:9]([NH:11][C:12]([CH:14]3[CH2:16][CH2:15]3)=[O:13])[N:10]=2)[N:7]=1.[NH2:17][C:18]1[CH:19]=[C:20]([OH:25])[CH:21]=[CH:22][C:23]=1[CH3:24].C(=O)([O-])[O-].[K+].[K+].